Task: Binary Classification. Given a miRNA mature sequence and a target amino acid sequence, predict their likelihood of interaction.. Dataset: Experimentally validated miRNA-target interactions with 360,000+ pairs, plus equal number of negative samples (1) The miRNA is hsa-miR-3613-3p with sequence ACAAAAAAAAAAGCCCAACCCUUC. The protein sequence of the target gene is METPLDVLSRAASLVHADDEKREAALRGEPRMQTLPVASALSSHRTGPPPISPSKRKFSMEPGDEDLDCDNDHVSKMSRIFNPHLNKTANGDCRRDPRERSRSPIERAVAPTMSLHGSHLYTSLPSLGLEQPLALTKNSLDASRPAGLSPTLTPGERQQNRPSVITCASAGARNCNLSHCPIAHSGCAAPGPASYRRPPSAATTCDPVVEEHFRRSLGKNYKEPEPAPNSVSITGSVDDHFAKALGDTWLQIKAAKDGASSSPESASRRGQPASPSAHMVSHSHSPSVVS. Result: 1 (interaction). (2) The miRNA is hsa-miR-302d-3p with sequence UAAGUGCUUCCAUGUUUGAGUGU. The protein sequence of the target gene is MSPSGRLCLLTIVGLILPTRGQTLKDTTSSSSADSTIMDIQVPTRAPDAVYTELQPTSPTPTWPADETPQPQTQTQQLEGTDGPLVTDPETHKSTKAAHPTDDTTTLSERPSPSTDVQTDPQTLKPSGFHEDDPFFYDEHTLRKRGLLVAAVLFITGIIILTSGKCRQLSRLCRNRCR. Result: 1 (interaction). (3) The protein sequence of the target gene is MAAINPWASWGALTDQSWGMTAVDPWASWALCPQYPAWHVEGSLEEGRRATGLPAAQVQEPVTFKDVAVDFTQEEWGQLDLVQRTLYRDVMLETYGHLLSVGNQIAKPEVISLLEQGEEPWSVEQACPQRTCPEWVRNLESKALIPAQSIFEEEQSHGMKLERYIWDDPWFSRLEVLGCKDQLEMYHMNQSTAMRQMVFMQKQVLSQRSSEFCGLGAEFSQNLNFVPSQRVSQIEHFYKPDTHAQSWRCDSAIMYADKVTCENNDYDKTVYQSIQPIYPARIQTGDNLFKCTDAVKSFNH.... Result: 0 (no interaction). The miRNA is hsa-miR-874-5p with sequence CGGCCCCACGCACCAGGGUAAGA. (4) The miRNA is hsa-miR-3942-3p with sequence UUUCAGAUAACAGUAUUACAU. The protein sequence of the target gene is MLAALLGGAGARTGTLPGALLCLMALLQLLCSAPRGSGLAHGRRLICWQALLQCQGEPDCSYAYSQYAEACAPVLAQRGGADAPGPAGAFPASAASSPRWRCPSHCISALIQLNHTRRGPALEDCDCAQDEHCRSTKRAIEPCLPRTSSVGPGAGAGSVMGCTEARRRCDRDSRCNLALSRYLAYCGKLFNGLRCTDECRAVIEDMLAVPKAALLNDCVCDGLERPICESVKENMARLCFGPDASNGPGSSGSDGGLDDYYDEEYDDEQRAGAAGGEQPLDDDDGLARPGGGAAAAGGRG.... Result: 0 (no interaction).